Dataset: Reaction yield outcomes from USPTO patents with 853,638 reactions. Task: Predict the reaction yield, written as a fraction of the theoretical maximum amount of product (1.0 means a 100% yield; for example, 0.34 means a 34% yield). (1) The reactants are CC1(C)[O:6][C@H:5]([CH2:7][O:8][C:9]2[N:14]=[C:13]([NH:15][C:16]([N:18]3[C@@H:24]4[CH2:25][N:21]([CH2:22][CH2:23]4)[C:20]4[CH:26]=[CH:27][C:28]([C:30]5[CH:31]=[N:32][C:33]([CH3:36])=[CH:34][CH:35]=5)=[N:29][C:19]3=4)=[O:17])[CH:12]=[N:11][CH:10]=2)[CH2:4][O:3]1.Cl.O1CCOCC1.C([O-])(O)=O.[Na+]. The catalyst is ClCCl.C(OCC)(=O)C.CO. The product is [OH:6][C@@H:5]([CH2:4][OH:3])[CH2:7][O:8][C:9]1[N:14]=[C:13]([NH:15][C:16]([N:18]2[C@@H:24]3[CH2:25][N:21]([CH2:22][CH2:23]3)[C:20]3[CH:26]=[CH:27][C:28]([C:30]4[CH:31]=[N:32][C:33]([CH3:36])=[CH:34][CH:35]=4)=[N:29][C:19]2=3)=[O:17])[CH:12]=[N:11][CH:10]=1. The yield is 0.650. (2) The reactants are [C:1](Cl)(Cl)=[O:2].[O:5]1[CH2:10][CH2:9][CH:8]([N:11]2[CH2:15][CH2:14][NH:13][C:12]2=[O:16])[CH2:7][CH2:6]1.N1C=CC=CC=1.[F:23][C:24]1[C:30]([CH3:31])=[C:29]([O:32][C:33]2[CH:38]=[CH:37][N:36]=[C:35]([C:39]3[CH:40]=[N:41][N:42]([CH3:44])[CH:43]=3)[CH:34]=2)[CH:28]=[CH:27][C:25]=1[NH2:26].CCN(C(C)C)C(C)C. The catalyst is C(Cl)Cl. The product is [F:23][C:24]1[C:30]([CH3:31])=[C:29]([O:32][C:33]2[CH:38]=[CH:37][N:36]=[C:35]([C:39]3[CH:40]=[N:41][N:42]([CH3:44])[CH:43]=3)[CH:34]=2)[CH:28]=[CH:27][C:25]=1[NH:26][C:12]([N:13]1[CH2:14][CH2:15][N:11]([CH:8]2[CH2:7][CH2:6][O:5][CH2:10][CH2:9]2)[C:1]1=[O:2])=[O:16]. The yield is 0.760. (3) The reactants are C([O:5][C:6](=[O:18])[CH2:7][NH:8][C:9](=[O:17])[C:10]1[CH:15]=[CH:14][C:13]([OH:16])=[CH:12][CH:11]=1)(C)(C)C.[F:19][C:20]1[CH:25]=[CH:24][CH:23]=[CH:22][C:21]=1[CH2:26][CH2:27]O. No catalyst specified. The product is [F:19][C:20]1[CH:25]=[CH:24][CH:23]=[CH:22][C:21]=1[CH2:26][CH2:27][O:16][C:13]1[CH:12]=[CH:11][C:10]([C:9]([NH:8][CH2:7][C:6]([OH:5])=[O:18])=[O:17])=[CH:15][CH:14]=1. The yield is 0.730. (4) The reactants are OC(C)(C)[C:3]#[C:4][C:5]1[CH:6]=[C:7]([CH:16]=[CH:17][CH:18]=1)[C:8]([C:10]1[CH:15]=[CH:14][CH:13]=[CH:12][CH:11]=1)=[O:9].[OH-].[Na+]. The catalyst is C1(C)C=CC=CC=1. The product is [C:4]([C:5]1[CH:6]=[C:7]([CH:16]=[CH:17][CH:18]=1)[C:8]([C:10]1[CH:11]=[CH:12][CH:13]=[CH:14][CH:15]=1)=[O:9])#[CH:3]. The yield is 0.800.